The task is: Predict which catalyst facilitates the given reaction.. This data is from Catalyst prediction with 721,799 reactions and 888 catalyst types from USPTO. Reactant: [NH2:1][C:2]1[CH:3]=[C:4]([CH:7]=[C:8]([C:10]([F:13])([F:12])[F:11])[CH:9]=1)[C:5]#[N:6].C(N(C(C)C)CC)(C)C.[C:23]([O:26][CH2:27][C:28](Cl)=[O:29])(=[O:25])[CH3:24]. Product: [C:23]([O:26][CH2:27][C:28]([NH:1][C:2]1[CH:9]=[C:8]([C:10]([F:11])([F:12])[F:13])[CH:7]=[C:4]([C:5]#[N:6])[CH:3]=1)=[O:29])(=[O:25])[CH3:24]. The catalyst class is: 4.